Dataset: NCI-60 drug combinations with 297,098 pairs across 59 cell lines. Task: Regression. Given two drug SMILES strings and cell line genomic features, predict the synergy score measuring deviation from expected non-interaction effect. (1) Drug 1: CCCS(=O)(=O)NC1=C(C(=C(C=C1)F)C(=O)C2=CNC3=C2C=C(C=N3)C4=CC=C(C=C4)Cl)F. Cell line: UO-31. Drug 2: CN(C)N=NC1=C(NC=N1)C(=O)N. Synergy scores: CSS=13.6, Synergy_ZIP=-6.87, Synergy_Bliss=-5.18, Synergy_Loewe=-3.48, Synergy_HSA=-3.32. (2) Drug 1: CC(CN1CC(=O)NC(=O)C1)N2CC(=O)NC(=O)C2. Drug 2: C1CN(CCN1C(=O)CCBr)C(=O)CCBr. Cell line: SK-MEL-2. Synergy scores: CSS=14.6, Synergy_ZIP=1.57, Synergy_Bliss=7.83, Synergy_Loewe=0.455, Synergy_HSA=3.00. (3) Drug 1: C1CC(=O)NC(=O)C1N2CC3=C(C2=O)C=CC=C3N. Drug 2: C1=CN(C=N1)CC(O)(P(=O)(O)O)P(=O)(O)O. Cell line: MOLT-4. Synergy scores: CSS=3.04, Synergy_ZIP=2.51, Synergy_Bliss=4.71, Synergy_Loewe=-0.0588, Synergy_HSA=0.751. (4) Cell line: NCI-H460. Drug 2: C1=NC2=C(N1)C(=S)N=CN2. Synergy scores: CSS=-1.69, Synergy_ZIP=-4.54, Synergy_Bliss=-5.61, Synergy_Loewe=-5.21, Synergy_HSA=-4.74. Drug 1: CN1CCC(CC1)COC2=C(C=C3C(=C2)N=CN=C3NC4=C(C=C(C=C4)Br)F)OC. (5) Drug 1: CCC1=C2CN3C(=CC4=C(C3=O)COC(=O)C4(CC)O)C2=NC5=C1C=C(C=C5)O. Drug 2: CNC(=O)C1=NC=CC(=C1)OC2=CC=C(C=C2)NC(=O)NC3=CC(=C(C=C3)Cl)C(F)(F)F. Cell line: OVCAR-4. Synergy scores: CSS=1.78, Synergy_ZIP=-0.208, Synergy_Bliss=-0.556, Synergy_Loewe=-7.21, Synergy_HSA=-1.72. (6) Drug 1: CC1=CC=C(C=C1)C2=CC(=NN2C3=CC=C(C=C3)S(=O)(=O)N)C(F)(F)F. Drug 2: CCC1(C2=C(COC1=O)C(=O)N3CC4=CC5=C(C=CC(=C5CN(C)C)O)N=C4C3=C2)O.Cl. Cell line: SF-295. Synergy scores: CSS=53.6, Synergy_ZIP=-6.13, Synergy_Bliss=-12.1, Synergy_Loewe=-18.1, Synergy_HSA=-7.10. (7) Cell line: SR. Synergy scores: CSS=62.7, Synergy_ZIP=4.65, Synergy_Bliss=-0.169, Synergy_Loewe=-44.9, Synergy_HSA=-2.15. Drug 1: CC1C(C(CC(O1)OC2CC(CC3=C2C(=C4C(=C3O)C(=O)C5=C(C4=O)C(=CC=C5)OC)O)(C(=O)C)O)N)O.Cl. Drug 2: CC1=C(C(CCC1)(C)C)C=CC(=CC=CC(=CC(=O)O)C)C.